Dataset: Full USPTO retrosynthesis dataset with 1.9M reactions from patents (1976-2016). Task: Predict the reactants needed to synthesize the given product. (1) The reactants are: [Cl:1][C:2]1[CH:7]=[C:6]([C:8]2[CH:13]=[C:12](Cl)[CH:11]=[CH:10][C:9]=2OCC)[N:5]=[C:4]([NH2:18])[N:3]=1.[Br:19]C1C=C(B(O)O)C=CC=1.NC1N=C(Cl)C=C(Cl)N=1. Given the product [Cl:1][C:2]1[CH:7]=[C:6]([C:8]2[CH:9]=[CH:10][CH:11]=[C:12]([Br:19])[CH:13]=2)[N:5]=[C:4]([NH2:18])[N:3]=1, predict the reactants needed to synthesize it. (2) Given the product [OH:1][C:2]1[CH:3]=[C:4]2[C:8]([CH2:17][O:6][C:5]2=[O:7])=[CH:9][CH:10]=1, predict the reactants needed to synthesize it. The reactants are: [OH:1][C:2]1[CH:3]=[C:4]([CH:8]=[CH:9][CH:10]=1)[C:5]([OH:7])=[O:6].Cl.S(=O)(=O)(O)O.[CH2:17]=O. (3) Given the product [Br:9][C:6]1[CH:5]=[N:4][CH:3]=[C:2]([C:12]#[C:13][CH3:14])[C:7]=1[CH3:8], predict the reactants needed to synthesize it. The reactants are: Br[C:2]1[CH:3]=[N:4][CH:5]=[C:6]([Br:9])[C:7]=1[CH3:8].C[Si](C)(C)[C:12]#[C:13][CH3:14].[F-].C([N+](CCCC)(CCCC)CCCC)CCC. (4) Given the product [ClH:25].[CH2:9]1[C:10]2[C:18]3[C:13](=[C:14]([C:19]([OH:21])=[O:20])[CH:15]=[CH:16][CH:17]=3)[NH:12][C:11]=2[CH2:22][CH2:23][NH:8]1, predict the reactants needed to synthesize it. The reactants are: C(OC([N:8]1[CH2:23][CH2:22][C@H:11]2[NH:12][C:13]3[C:18]([C@H:10]2[CH2:9]1)=[CH:17][CH:16]=[CH:15][C:14]=3[C:19]([OH:21])=[O:20])=O)(C)(C)C.Cl.[Cl:25]CCN.C(N(CC)C(C)C)(C)C.C1(N=C=NC2CCCCC2)CCCCC1. (5) Given the product [CH3:3][C:4]1[CH:5]=[CH:6][C:7]([S:10]([NH:13][C:15]2[N:16]=[N:17][C:18]([C:21]([F:24])([F:23])[F:22])=[CH:19][CH:20]=2)(=[O:12])=[O:11])=[CH:8][CH:9]=1, predict the reactants needed to synthesize it. The reactants are: [H-].[Na+].[CH3:3][C:4]1[CH:9]=[CH:8][C:7]([S:10]([NH2:13])(=[O:12])=[O:11])=[CH:6][CH:5]=1.Cl[C:15]1[N:16]=[N:17][C:18]([C:21]([F:24])([F:23])[F:22])=[CH:19][CH:20]=1. (6) Given the product [CH2:9]([CH:16]1[CH2:21][CH2:20][N:19]([C:2]2[CH:7]=[C:6]([Cl:8])[N:5]=[CH:4][N:3]=2)[CH2:18][CH2:17]1)[C:10]1[CH:15]=[CH:14][CH:13]=[CH:12][CH:11]=1, predict the reactants needed to synthesize it. The reactants are: Cl[C:2]1[CH:7]=[C:6]([Cl:8])[N:5]=[CH:4][N:3]=1.[CH2:9]([CH:16]1[CH2:21][CH2:20][NH:19][CH2:18][CH2:17]1)[C:10]1[CH:15]=[CH:14][CH:13]=[CH:12][CH:11]=1.C(=O)([O-])[O-].[K+].[K+]. (7) Given the product [NH2:1][C:2]1[C:7]([C:8]2[CH:17]=[CH:16][C:11]([C:12]([O:14][CH3:15])=[O:13])=[C:10]([CH3:18])[CH:9]=2)=[CH:6][C:5]([C:24]2[CH:23]=[N:22][N:21]([CH3:20])[CH:25]=2)=[CH:4][N:3]=1, predict the reactants needed to synthesize it. The reactants are: [NH2:1][C:2]1[C:7]([C:8]2[CH:17]=[CH:16][C:11]([C:12]([O:14][CH3:15])=[O:13])=[C:10]([CH3:18])[CH:9]=2)=[CH:6][C:5](Br)=[CH:4][N:3]=1.[CH3:20][N:21]1[CH:25]=[C:24](B2OC(C)(C)C(C)(C)O2)[CH:23]=[N:22]1.COCCOC.C([O-])([O-])=O.[Na+].[Na+]. (8) The reactants are: [Br:1][C:2]1[CH:8]=[C:7]([CH3:9])[C:5]([NH2:6])=[C:4]([CH3:10])[CH:3]=1.[Li]CCCC.Cl[Si:17]([CH:20]1[C:24]2[S:25][CH:26]=[CH:27][C:23]=2[C:22]([CH3:28])=[C:21]1[CH3:29])([CH3:19])[CH3:18]. Given the product [Br:1][C:2]1[CH:8]=[C:7]([CH3:9])[C:5]([NH:6][Si:17]([CH:20]2[C:24]3[S:25][CH:26]=[CH:27][C:23]=3[C:22]([CH3:28])=[C:21]2[CH3:29])([CH3:18])[CH3:19])=[C:4]([CH3:10])[CH:3]=1, predict the reactants needed to synthesize it.